Dataset: Forward reaction prediction with 1.9M reactions from USPTO patents (1976-2016). Task: Predict the product of the given reaction. (1) Given the reactants [OH:1][C:2]1[C:3](=[O:16])[CH:4]=[C:5]([CH2:8][O:9][CH:10]2[CH2:15][CH2:14][CH2:13][CH2:12][O:11]2)[O:6][CH:7]=1.C([O-])([O-])=O.[Cs+].[Cs+].[Br:23][CH2:24][CH2:25][CH2:26][CH2:27][CH2:28][CH2:29][CH2:30][CH2:31]Br, predict the reaction product. The product is: [Br:23][CH2:24][CH2:25][CH2:26][CH2:27][CH2:28][CH2:29][CH2:30][CH2:31][O:1][C:2]1[C:3](=[O:16])[CH:4]=[C:5]([CH2:8][O:9][CH:10]2[CH2:15][CH2:14][CH2:13][CH2:12][O:11]2)[O:6][CH:7]=1. (2) Given the reactants [N:1]1([C:7]2[CH:12]=[CH:11][C:10]([C:13]3[NH:21][C:16]4=[N:17][CH:18]=[CH:19][N:20]=[C:15]4[CH:14]=3)=[CH:9][CH:8]=2)[CH2:6][CH2:5][NH:4][CH2:3][CH2:2]1.[OH-].[K+].[O:24]1[CH2:29][CH2:28][N:27]([CH2:30][CH2:31]Cl)[CH2:26][CH2:25]1, predict the reaction product. The product is: [N:27]1([CH2:30][CH2:31][N:4]2[CH2:5][CH2:6][N:1]([C:7]3[CH:12]=[CH:11][C:10]([C:13]4[NH:21][C:16]5=[N:17][CH:18]=[CH:19][N:20]=[C:15]5[CH:14]=4)=[CH:9][CH:8]=3)[CH2:2][CH2:3]2)[CH2:28][CH2:29][O:24][CH2:25][CH2:26]1.